The task is: Predict the product of the given reaction.. This data is from Forward reaction prediction with 1.9M reactions from USPTO patents (1976-2016). (1) Given the reactants C(N1CCOCC1)=O.[Br:9][C:10]1[CH:15]=[CH:14][C:13]([CH2:16][C:17]([OH:19])=[O:18])=[CH:12][CH:11]=1.C(Cl)(=O)C(Cl)=O.[CH2:26](O)[C:27]1[CH:32]=[CH:31][CH:30]=[CH:29][CH:28]=1, predict the reaction product. The product is: [Br:9][C:10]1[CH:11]=[CH:12][C:13]([CH2:16][C:17]([O:19][CH2:26][C:27]2[CH:32]=[CH:31][CH:30]=[CH:29][CH:28]=2)=[O:18])=[CH:14][CH:15]=1. (2) Given the reactants [CH2:1]([C:3]1[CH:4]=[N:5][N:6]([CH3:16])[C:7]=1[C:8]1[CH:9]=[C:10]([C:13]([OH:15])=O)[S:11][CH:12]=1)[CH3:2].[NH2:17][C@@H:18]([CH2:31][C:32]1[CH:37]=[CH:36][CH:35]=[CH:34][C:33]=1[C:38]([F:41])([F:40])[F:39])[CH2:19][N:20]1[C:28](=[O:29])[C:27]2[C:22](=[CH:23][CH:24]=[CH:25][CH:26]=2)[C:21]1=[O:30].C1CN([P+](Br)(N2CCCC2)N2CCCC2)CC1.F[P-](F)(F)(F)(F)F.CCN(C(C)C)C(C)C, predict the reaction product. The product is: [O:29]=[C:28]1[C:27]2[C:22](=[CH:23][CH:24]=[CH:25][CH:26]=2)[C:21](=[O:30])[N:20]1[CH2:19][C@@H:18]([NH:17][C:13]([C:10]1[S:11][CH:12]=[C:8]([C:7]2[N:6]([CH3:16])[N:5]=[CH:4][C:3]=2[CH2:1][CH3:2])[CH:9]=1)=[O:15])[CH2:31][C:32]1[CH:37]=[CH:36][CH:35]=[CH:34][C:33]=1[C:38]([F:40])([F:39])[F:41]. (3) Given the reactants [CH3:1][S:2](Cl)(=[O:4])=[O:3].C(N(CC)C(C)C)(C)C.[NH2:15][CH:16]1[CH2:19][N:18]([C:20]([C:22]2[N:23]=[C:24]3[C:29]([C:30]([F:33])([F:32])[F:31])=[CH:28][C:27]([C:34]4[CH:35]=[N:36][NH:37][CH:38]=4)=[CH:26][N:25]3[C:39]=2[Cl:40])=[O:21])[CH2:17]1.O, predict the reaction product. The product is: [Cl:40][C:39]1[N:25]2[CH:26]=[C:27]([C:34]3[CH:38]=[N:37][NH:36][CH:35]=3)[CH:28]=[C:29]([C:30]([F:33])([F:32])[F:31])[C:24]2=[N:23][C:22]=1[C:20]([N:18]1[CH2:19][CH:16]([NH:15][S:2]([CH3:1])(=[O:4])=[O:3])[CH2:17]1)=[O:21].